Dataset: NCI-60 drug combinations with 297,098 pairs across 59 cell lines. Task: Regression. Given two drug SMILES strings and cell line genomic features, predict the synergy score measuring deviation from expected non-interaction effect. Drug 1: CC(C1=C(C=CC(=C1Cl)F)Cl)OC2=C(N=CC(=C2)C3=CN(N=C3)C4CCNCC4)N. Drug 2: C(CN)CNCCSP(=O)(O)O. Cell line: U251. Synergy scores: CSS=-2.90, Synergy_ZIP=0.808, Synergy_Bliss=-0.305, Synergy_Loewe=-5.07, Synergy_HSA=-2.74.